This data is from Forward reaction prediction with 1.9M reactions from USPTO patents (1976-2016). The task is: Predict the product of the given reaction. (1) Given the reactants BrC1C=CC2OC(C(=O)N)=C(NC(C3CCCN3C(OC(C)(C)C)=O)=O)C=2C=1.[Br:29][C:30]1[CH:40]=[C:39]([CH3:41])[C:33]([O:34][CH2:35][C:36]([NH2:38])=[O:37])=[C:32]([C:42]#[N:43])[CH:31]=1.BrC1C=C(C)C2OC3C(=O)NC(CN4CC[C@H](O)C4)=NC=3C=2C=1, predict the reaction product. The product is: [NH2:43][C:42]1[C:32]2[CH:31]=[C:30]([Br:29])[CH:40]=[C:39]([CH3:41])[C:33]=2[O:34][C:35]=1[C:36]([NH2:38])=[O:37]. (2) Given the reactants [CH3:1][O:2][C:3]1[CH:4]=[C:5]([NH:11][C:12](SC)=[C:13]2[C:18](=[O:19])[O:17][C:16]([CH3:21])([CH3:20])[O:15][C:14]2=[O:22])[CH:6]=[CH:7][C:8]=1[O:9][CH3:10].[CH3:25][NH2:26], predict the reaction product. The product is: [CH3:1][O:2][C:3]1[CH:4]=[C:5]([NH:11][C:12]([NH:26][CH3:25])=[C:13]2[C:18](=[O:19])[O:17][C:16]([CH3:21])([CH3:20])[O:15][C:14]2=[O:22])[CH:6]=[CH:7][C:8]=1[O:9][CH3:10]. (3) Given the reactants [C:1]([O:5][C:6]([N:8]1[CH2:12][CH2:11][N:10]([C:13]2[C:17]3[CH:18]=[N:19][C:20](Cl)=[CH:21][C:16]=3[N:15]([CH:23]([CH3:25])[CH3:24])[N:14]=2)[C:9]1=[O:26])=[O:7])([CH3:4])([CH3:3])[CH3:2].[NH2:27][C:28]1[CH:33]=[CH:32][N:31]=[C:30]([N:34]2[CH2:39][CH2:38][C@H:37]([OH:40])[C@H:36]([F:41])[CH2:35]2)[N:29]=1.C1(P(C2CCCCC2)C2C=CC=CC=2C2C(C(C)C)=CC(C(C)C)=CC=2C(C)C)CCCCC1.C(=O)([O-])[O-].[Cs+].[Cs+], predict the reaction product. The product is: [C:1]([O:5][C:6]([N:8]1[CH2:12][CH2:11][N:10]([C:13]2[C:17]3[CH:18]=[N:19][C:20]([NH:27][C:28]4[CH:33]=[CH:32][N:31]=[C:30]([N:34]5[CH2:39][CH2:38][C@H:37]([OH:40])[C@H:36]([F:41])[CH2:35]5)[N:29]=4)=[CH:21][C:16]=3[N:15]([CH:23]([CH3:25])[CH3:24])[N:14]=2)[C:9]1=[O:26])=[O:7])([CH3:4])([CH3:3])[CH3:2]. (4) Given the reactants [CH3:1][Si]([N-][Si](C)(C)C)(C)C.[K+].C(OP(C[C:20]1[CH:25]=[CH:24][CH:23]=[CH:22][C:21]=1[C:26]([F:29])([F:28])[F:27])(=O)OCC)C.[CH2:30]([N:37]1[CH2:42][CH2:41][O:40][CH:39]([C:43]([C:45]2[CH:50]=[CH:49][CH:48]=[CH:47][CH:46]=2)=O)[CH2:38]1)[C:31]1[CH:36]=[CH:35][CH:34]=[CH:33][CH:32]=1, predict the reaction product. The product is: [CH2:30]([N:37]1[CH2:42][CH2:41][O:40][CH:39]([CH:43]=[C:45]([C:50]2[CH:49]=[CH:48][CH:47]=[CH:46][CH:1]=2)[C:20]2[CH:25]=[CH:24][CH:23]=[CH:22][C:21]=2[C:26]([F:27])([F:29])[F:28])[CH2:38]1)[C:31]1[CH:32]=[CH:33][CH:34]=[CH:35][CH:36]=1. (5) Given the reactants [CH:1]1([C:4]([NH2:6])=[O:5])[CH2:3][CH2:2]1.[H-].[Na+].[F:9][C:10]1[CH:11]=[C:12]([NH:17][C:18]([C:20]2[CH:21]=[C:22]([S:27](Cl)(=[O:29])=[O:28])[CH:23]=[CH:24][C:25]=2[F:26])=[O:19])[CH:13]=[CH:14][C:15]=1[F:16], predict the reaction product. The product is: [CH:1]1([C:4]([NH:6][S:27]([C:22]2[CH:23]=[CH:24][C:25]([F:26])=[C:20]([CH:21]=2)[C:18]([NH:17][C:12]2[CH:13]=[CH:14][C:15]([F:16])=[C:10]([F:9])[CH:11]=2)=[O:19])(=[O:29])=[O:28])=[O:5])[CH2:3][CH2:2]1. (6) Given the reactants [C:1]([O-:4])(=[S:3])[CH3:2].[K+].[CH2:6]([O:8][C:9](=[O:38])[C@H:10]([CH2:30][CH2:31][C:32]1[CH:37]=[CH:36][CH:35]=[CH:34][CH:33]=1)[NH:11][C:12]([C:14]1([NH:19][C:20](=[O:29])[C@H:21](Br)[CH:22]2[CH2:27][CH2:26][O:25][CH2:24][CH2:23]2)[CH2:18][CH2:17][CH2:16][CH2:15]1)=[O:13])[CH3:7], predict the reaction product. The product is: [CH2:6]([O:8][C:9](=[O:38])[C@H:10]([CH2:30][CH2:31][C:32]1[CH:37]=[CH:36][CH:35]=[CH:34][CH:33]=1)[NH:11][C:12]([C:14]1([NH:19][C:20](=[O:29])[C@@H:21]([S:3][C:1](=[O:4])[CH3:2])[CH:22]2[CH2:23][CH2:24][O:25][CH2:26][CH2:27]2)[CH2:18][CH2:17][CH2:16][CH2:15]1)=[O:13])[CH3:7]. (7) Given the reactants [F:1][C:2]([F:12])([F:11])[C:3]1[CH:10]=[CH:9][CH:8]=[CH:7][C:4]=1[CH:5]=O.Cl.[S:14]1[CH:18]=[CH:17][N:16]=[C:15]1[C:19](=[NH:21])[NH2:20].O=[C:23]([CH3:30])[CH2:24][C:25]([O:27][CH2:28][CH3:29])=[O:26].C([O-])(=O)C.[Na+], predict the reaction product. The product is: [CH3:30][C:23]1[NH:20][C:19]([C:15]2[S:14][CH:18]=[CH:17][N:16]=2)=[N:21][CH:5]([C:4]2[CH:7]=[CH:8][CH:9]=[CH:10][C:3]=2[C:2]([F:12])([F:11])[F:1])[C:24]=1[C:25]([O:27][CH2:28][CH3:29])=[O:26]. (8) Given the reactants [CH3:1][O:2][C:3](=[O:28])[C@@H:4]([NH:18][C:19](=[O:27])[C:20]1[CH:25]=[C:24](Br)[CH:23]=[CH:22][CH:21]=1)[CH2:5][C:6]1[CH:11]=[CH:10][C:9]([C:12]2[CH:17]=[CH:16][CH:15]=[CH:14][CH:13]=2)=[CH:8][CH:7]=1.[F:29][C:30]([F:41])([F:40])[C:31]1[CH:36]=[CH:35][C:34](B(O)O)=[CH:33][CH:32]=1.C([O-])([O-])=O.[Na+].[Na+], predict the reaction product. The product is: [CH3:1][O:2][C:3](=[O:28])[C@@H:4]([NH:18][C:19]([C:20]1[CH:25]=[CH:24][C:23]([C:34]2[CH:35]=[CH:36][C:31]([C:30]([F:41])([F:40])[F:29])=[CH:32][CH:33]=2)=[CH:22][CH:21]=1)=[O:27])[CH2:5][C:6]1[CH:11]=[CH:10][C:9]([C:12]2[CH:17]=[CH:16][CH:15]=[CH:14][CH:13]=2)=[CH:8][CH:7]=1. (9) Given the reactants [CH:1]1([CH2:7][CH2:8][CH2:9][CH2:10][CH:11]=O)[CH2:6][CH2:5][CH2:4][CH2:3][CH2:2]1.[OH2:13].[CH3:14][CH2:15][O:16][CH2:17][CH3:18], predict the reaction product. The product is: [CH:1]1([CH2:7][CH2:8][CH2:9][CH2:10]/[CH:11]=[CH:14]/[C:15]([O:16][CH2:17][CH3:18])=[O:13])[CH2:2][CH2:3][CH2:4][CH2:5][CH2:6]1. (10) Given the reactants [NH:1]1[CH2:6][CH2:5][CH:4]([NH:7][C:8]2[N:9]=[N:10][C:11]([C:14]([F:17])([F:16])[F:15])=[CH:12][CH:13]=2)[CH2:3][CH2:2]1.[F:18][C:19]1[CH:26]=[CH:25][C:22]([CH:23]=O)=[CH:21][CH:20]=1.C(N(C(C)C)CC)(C)C.C(O[BH-](OC(=O)C)OC(=O)C)(=O)C, predict the reaction product. The product is: [F:18][C:19]1[CH:26]=[CH:25][C:22]([CH2:23][N:1]2[CH2:6][CH2:5][CH:4]([NH:7][C:8]3[N:9]=[N:10][C:11]([C:14]([F:17])([F:16])[F:15])=[CH:12][CH:13]=3)[CH2:3][CH2:2]2)=[CH:21][CH:20]=1.